The task is: Predict the product of the given reaction.. This data is from Forward reaction prediction with 1.9M reactions from USPTO patents (1976-2016). (1) Given the reactants [Cl:1][C:2]1[CH:7]=[CH:6][C:5]([C:8]([NH2:11])([CH3:10])[CH3:9])=[CH:4][CH:3]=1.CN(C(ON1N=NC2C=CC=NC1=2)=[N+](C)C)C.F[P-](F)(F)(F)(F)F.CCN(C(C)C)C(C)C.[F:45][C:46]1[CH:51]=[CH:50][C:49]([C:52]2[O:53][C:54]3[CH:64]=[CH:63][C:62]([C:65]4[CH:66]=[C:67]([CH:71]=[CH:72][CH:73]=4)[C:68](O)=[O:69])=[CH:61][C:55]=3[C:56]=2[C:57](=[O:60])[NH:58][CH3:59])=[CH:48][CH:47]=1, predict the reaction product. The product is: [Cl:1][C:2]1[CH:3]=[CH:4][C:5]([C:8]([NH:11][C:68]([C:67]2[CH:66]=[C:65]([C:62]3[CH:63]=[CH:64][C:54]4[O:53][C:52]([C:49]5[CH:50]=[CH:51][C:46]([F:45])=[CH:47][CH:48]=5)=[C:56]([C:57]([NH:58][CH3:59])=[O:60])[C:55]=4[CH:61]=3)[CH:73]=[CH:72][CH:71]=2)=[O:69])([CH3:9])[CH3:10])=[CH:6][CH:7]=1. (2) Given the reactants [CH2:1]([O:3][C:4](=[O:25])[CH2:5][NH:6][C:7]1[CH:12]=[C:11]([C:13]2[N:17]=[C:16]([C:18]3[S:19][CH:20]=[CH:21][C:22]=3[Cl:23])[O:15][N:14]=2)[CH:10]=[CH:9][C:8]=1[Cl:24])[CH3:2].C=O.[C:28]([BH3-])#N.[Na+].[OH-].[Na+], predict the reaction product. The product is: [CH2:1]([O:3][C:4](=[O:25])[CH2:5][N:6]([C:7]1[CH:12]=[C:11]([C:13]2[N:17]=[C:16]([C:18]3[S:19][CH:20]=[CH:21][C:22]=3[Cl:23])[O:15][N:14]=2)[CH:10]=[CH:9][C:8]=1[Cl:24])[CH3:28])[CH3:2]. (3) Given the reactants [CH3:1][C:2]1[N:3]([CH:18]([C:20](=[O:22])[CH3:21])[CH3:19])[C:4]2[C:9]([C:10]=1[C:11]([O:13][C:14]([CH3:17])([CH3:16])[CH3:15])=[O:12])=[CH:8][CH:7]=[CH:6][CH:5]=2.[BH4-].[Na+], predict the reaction product. The product is: [OH:22][CH:20]([CH3:21])[CH:18]([N:3]1[C:4]2[C:9](=[CH:8][CH:7]=[CH:6][CH:5]=2)[C:10]([C:11]([O:13][C:14]([CH3:17])([CH3:16])[CH3:15])=[O:12])=[C:2]1[CH3:1])[CH3:19]. (4) Given the reactants Br[C:2]1[C:3]([O:12][CH2:13][CH:14]([F:16])[F:15])=[N:4][CH:5]=[C:6]([CH:11]=1)[C:7]([O:9][CH3:10])=[O:8].[CH2:17]([Zn]CC)[CH3:18], predict the reaction product. The product is: [F:15][CH:14]([F:16])[CH2:13][O:12][C:3]1[C:2]([CH2:17][CH3:18])=[CH:11][C:6]([C:7]([O:9][CH3:10])=[O:8])=[CH:5][N:4]=1. (5) Given the reactants Br[C:2]1[S:3][CH:4]=[CH:5][N:6]=1.[Cl:7][C:8]1[S:12][C:11](B(O)O)=[CH:10][CH:9]=1.C(=O)([O-])[O-].[Na+].[Na+].C1(P(C2C=CC=CC=2)C2C=CC=CC=2)C=CC=CC=1, predict the reaction product. The product is: [Cl:7][C:8]1[S:12][C:11]([C:2]2[S:3][CH:4]=[CH:5][N:6]=2)=[CH:10][CH:9]=1. (6) Given the reactants [CH3:1][S:2][C:3]1[CH:4]=[CH:5][C:6]([N+:15]([O-])=O)=[C:7]([CH2:9][C:10](OCC)=[O:11])[CH:8]=1, predict the reaction product. The product is: [CH3:1][S:2][C:3]1[CH:8]=[C:7]2[C:6](=[CH:5][CH:4]=1)[NH:15][C:10](=[O:11])[CH2:9]2. (7) The product is: [Cl:44][C:41]1[CH:42]=[CH:43][C:38]([C:37]2[C:28]([CH:2]=[CH2:3])=[C:29]([CH3:45])[CH:30]=[C:31]3[C:36]=2[N:35]=[CH:34][CH:33]=[CH:32]3)=[CH:39][CH:40]=1. Given the reactants Cl[C:2]1C=C2C(C=CC(C)=N2)=C(C2C=CC(Cl)=CC=2)[C:3]=1C=C.FC(F)(F)S(O[C:28]1[C:37]([C:38]2[CH:43]=[CH:42][C:41]([Cl:44])=[CH:40][CH:39]=2)=[C:36]2[C:31]([CH:32]=[CH:33][CH:34]=[N:35]2)=[CH:30][C:29]=1[CH3:45])(=O)=O, predict the reaction product. (8) Given the reactants C[O:2][C:3]([C:5]1[CH:6]=[N:7][N:8]([C:13]2[CH:18]=[CH:17][C:16]([Cl:19])=[CH:15][CH:14]=2)[C:9]=1[CH2:10][O:11][CH3:12])=[O:4].[OH-].[Li+], predict the reaction product. The product is: [Cl:19][C:16]1[CH:15]=[CH:14][C:13]([N:8]2[C:9]([CH2:10][O:11][CH3:12])=[C:5]([C:3]([OH:4])=[O:2])[CH:6]=[N:7]2)=[CH:18][CH:17]=1. (9) Given the reactants Cl[C:2]1[N:7]=[C:6]2[CH:8]=[CH:9][NH:10][C:5]2=[CH:4][CH:3]=1.[F:11][C:12]1[CH:17]=[CH:16][CH:15]=[CH:14][C:13]=1B(O)O, predict the reaction product. The product is: [F:11][C:12]1[CH:17]=[CH:16][CH:15]=[CH:14][C:13]=1[C:2]1[N:7]=[C:6]2[CH:8]=[CH:9][NH:10][C:5]2=[CH:4][CH:3]=1. (10) Given the reactants O=C1C2C(=CC=CC=2)C2CC3C(C(O)=O)=CC=CC=3C=2N1.[O:22]=[C:23]1[C:32]2[C:27](=[CH:28][CH:29]=[CH:30][CH:31]=2)[C:26]2[CH2:33][C:34]3[CH:35]=[C:36]([C:40]([O:42]C)=[O:41])[CH:37]=[CH:38][C:39]=3[C:25]=2[NH:24]1, predict the reaction product. The product is: [O:22]=[C:23]1[C:32]2[C:27](=[CH:28][CH:29]=[CH:30][CH:31]=2)[C:26]2[CH2:33][C:34]3[CH:35]=[C:36]([C:40]([OH:42])=[O:41])[CH:37]=[CH:38][C:39]=3[C:25]=2[NH:24]1.